From a dataset of Full USPTO retrosynthesis dataset with 1.9M reactions from patents (1976-2016). Predict the reactants needed to synthesize the given product. (1) Given the product [Br:7][C:8]1[CH:9]=[N:10][C:11]([N:19]2[C:20]3[C:25](=[CH:24][CH:23]=[C:22]([C:26]([N:28]4[CH2:29][CH2:30][O:31][CH2:32][CH2:33]4)=[O:27])[CH:21]=3)[C:17]([S:16][CH3:15])=[CH:18]2)=[N:12][CH:13]=1, predict the reactants needed to synthesize it. The reactants are: CC(C)([O-])C.[K+].[Br:7][C:8]1[CH:9]=[N:10][C:11](Cl)=[N:12][CH:13]=1.[CH3:15][S:16][C:17]1[C:25]2[C:20](=[CH:21][C:22]([C:26]([N:28]3[CH2:33][CH2:32][O:31][CH2:30][CH2:29]3)=[O:27])=[CH:23][CH:24]=2)[NH:19][CH:18]=1. (2) Given the product [CH:1]([C:3]1[CH:8]=[CH:7][CH:6]=[CH:5][C:4]=1[C:13]1[CH:18]=[CH:17][CH:16]=[CH:15][N:14]=1)=[CH2:2], predict the reactants needed to synthesize it. The reactants are: [CH:1]([C:3]1[CH:8]=[CH:7][CH:6]=[CH:5][C:4]=1B(O)O)=[CH2:2].Br[C:13]1[CH:18]=[CH:17][CH:16]=[CH:15][N:14]=1.C(=O)([O-])[O-].[K+].[K+]. (3) Given the product [CH3:27][O:19][C:18]([C:17]1[C:11]2[N:10]=[C:9]([C:3]3[CH:4]=[CH:5][C:6]([F:8])=[CH:7][C:2]=3[Cl:1])[NH:13][C:12]=2[C:14]([OH:21])=[CH:15][CH:16]=1)=[O:20], predict the reactants needed to synthesize it. The reactants are: [Cl:1][C:2]1[CH:7]=[C:6]([F:8])[CH:5]=[CH:4][C:3]=1[C:9]1[NH:13][C:12]2[C:14]([OH:21])=[CH:15][CH:16]=[C:17]([C:18]([OH:20])=[O:19])[C:11]=2[N:10]=1.OS(O)(=O)=O.[CH3:27]O. (4) The reactants are: [CH3:1][O:2][C:3]([C:5]1[CH:25]=[C:8]2[C:9]([O:17][S:18]([C:21]([F:24])([F:23])[F:22])(=[O:20])=[O:19])=[C:10]([C:14](O)=[O:15])[C:11]([CH3:13])=[CH:12][N:7]2[N:6]=1)=[O:4].C(Cl)(=O)C([Cl:29])=O. Given the product [Cl:29][C:14]([C:10]1[C:11]([CH3:13])=[CH:12][N:7]2[N:6]=[C:5]([C:3]([O:2][CH3:1])=[O:4])[CH:25]=[C:8]2[C:9]=1[O:17][S:18]([C:21]([F:24])([F:23])[F:22])(=[O:20])=[O:19])=[O:15], predict the reactants needed to synthesize it. (5) Given the product [CH:1](=[O:10])[CH2:2][CH2:3][CH2:4][CH2:5]/[CH:6]=[CH:7]/[CH2:8][CH3:9], predict the reactants needed to synthesize it. The reactants are: [CH:1](=[O:10])[CH2:2][CH2:3][CH2:4][CH2:5]/[CH:6]=[CH:7]\[CH2:8][CH3:9].[N+]([O-])([O-])=O.[Al+3].[N+]([O-])([O-])=O.[N+]([O-])([O-])=O. (6) The reactants are: [NH2:1][C:2]1[N:7]2[N:8]=[C:9]([C:11]3[O:12][CH:13]=[CH:14][CH:15]=3)[N:10]=[C:6]2[C:5]2=[CH:16][N:17]([CH2:19]C)[N:18]=[C:4]2[N:3]=1.[K+].[Br-]. Given the product [NH2:1][C:2]1[N:7]2[N:8]=[C:9]([C:11]3[O:12][CH:13]=[CH:14][CH:15]=3)[N:10]=[C:6]2[C:5]2=[CH:16][N:17]([CH3:19])[N:18]=[C:4]2[N:3]=1, predict the reactants needed to synthesize it. (7) Given the product [Br:1][C:2]1[N:3]([C@H:41]2[O:54][CH2:53][C@@H:48]([O:49][C:50](=[O:52])[CH3:51])[C@@H:43]([O:44][C:45](=[O:47])[CH3:46])[CH2:42]2)[C:4]2[CH:10]=[C:9]([Cl:11])[C:8]([Cl:12])=[CH:7][C:5]=2[N:6]=1, predict the reactants needed to synthesize it. The reactants are: [Br:1][C:2]1[NH:3][C:4]2[CH:10]=[C:9]([Cl:11])[C:8]([Cl:12])=[CH:7][C:5]=2[N:6]=1.C/C(/O[Si](C)(C)C)=N\[Si](C)(C)C.FC(F)(F)S(O[Si](C)(C)C)(=O)=O.C(O[CH:41]1[O:54][CH2:53][C@@H:48]([O:49][C:50](=[O:52])[CH3:51])[C@@H:43]([O:44][C:45](=[O:47])[CH3:46])[CH2:42]1)(=O)C.C(=O)(O)[O-].[Na+].